Dataset: Full USPTO retrosynthesis dataset with 1.9M reactions from patents (1976-2016). Task: Predict the reactants needed to synthesize the given product. Given the product [CH2:10]([O:12][C:13](=[O:25])[C:14]([C:16]1[C:24]2[C:19](=[CH:20][CH:21]=[CH:22][CH:23]=2)[N:18]([CH2:2][CH2:3][N:4]2[CH2:9][CH2:8][CH2:7][CH2:6][CH2:5]2)[CH:17]=1)=[O:15])[CH3:11], predict the reactants needed to synthesize it. The reactants are: Cl[CH2:2][CH2:3][N:4]1[CH2:9][CH2:8][CH2:7][CH2:6][CH2:5]1.[CH2:10]([O:12][C:13](=[O:25])[C:14]([C:16]1[C:24]2[C:19](=[CH:20][CH:21]=[CH:22][CH:23]=2)[NH:18][CH:17]=1)=[O:15])[CH3:11].C([O-])([O-])=O.[K+].[K+].